This data is from Full USPTO retrosynthesis dataset with 1.9M reactions from patents (1976-2016). The task is: Predict the reactants needed to synthesize the given product. (1) Given the product [F:18][C:15]1[N:14]=[CH:13][C:12]([CH2:11][N:9]2[CH:10]=[C:6]([C:4]([OH:5])=[O:3])[C:7]([C:19]([F:20])([F:22])[F:21])=[N:8]2)=[CH:17][CH:16]=1, predict the reactants needed to synthesize it. The reactants are: C([O:3][C:4]([C:6]1[C:7]([C:19]([F:22])([F:21])[F:20])=[N:8][N:9]([CH2:11][C:12]2[CH:13]=[N:14][C:15]([F:18])=[CH:16][CH:17]=2)[CH:10]=1)=[O:5])C.O.[OH-].[Li+]. (2) Given the product [Si:35]([O:42][CH2:43][C@@H:44]1[CH2:53][C:52]2[C:47](=[CH:48][CH:49]=[CH:50][CH:51]=2)[CH2:46][N:45]1[C:54]([C:56]1[CH:57]=[C:58]([CH:66]=[CH:67][C:68]=1[CH:69]=[C:70]([N+:75]([O-:77])=[O:76])[CH2:71][CH2:72][CH2:73][CH3:74])[C:59]([O:61][C:62]([CH3:64])([CH3:65])[CH3:63])=[O:60])=[O:55])([C:38]([CH3:40])([CH3:39])[CH3:41])([CH3:37])[CH3:36], predict the reactants needed to synthesize it. The reactants are: [N+](C(CCCC)=CC1C=CC(C(OC(C)(C)C)=O)=CC=1C(N1CCC2C(=CC=CC=2)C1)=O)([O-])=O.[Si:35]([O:42][CH2:43][C@@H:44]1[CH2:53][C:52]2[C:47](=[CH:48][CH:49]=[CH:50][CH:51]=2)[CH2:46][N:45]1[C:54]([C:56]1[CH:57]=[C:58]([CH:66]=[CH:67][C:68]=1[CH:69](O)[CH:70]([N+:75]([O-:77])=[O:76])[CH2:71][CH2:72][CH2:73][CH3:74])[C:59]([O:61][C:62]([CH3:65])([CH3:64])[CH3:63])=[O:60])=[O:55])([C:38]([CH3:41])([CH3:40])[CH3:39])([CH3:37])[CH3:36]. (3) Given the product [CH2:1]([O:8][C:9]1[CH:10]=[CH:11][C:12]([O:15][C:17](=[O:16])[CH3:18])=[CH:13][CH:14]=1)[C:2]1[CH:3]=[CH:4][CH:5]=[CH:6][CH:7]=1, predict the reactants needed to synthesize it. The reactants are: [CH2:1]([O:8][C:9]1[CH:14]=[CH:13][C:12]([OH:15])=[CH:11][CH:10]=1)[C:2]1[CH:7]=[CH:6][CH:5]=[CH:4][CH:3]=1.[O:16]1CC[CH2:18][CH2:17]1.C(N(CC)CC)C.C(Cl)(=O)C. (4) Given the product [CH3:9][C:8](=[CH:24][C:20]1[CH:19]=[N:18][CH:23]=[CH:22][CH:21]=1)[C:6]([O:5][CH2:4][CH3:3])=[O:7], predict the reactants needed to synthesize it. The reactants are: [H-].[Na+].[CH3:3][CH2:4][O:5][C:6]([CH:8](P(OCC)(OCC)=O)[CH3:9])=[O:7].[N:18]1[CH:23]=[CH:22][CH:21]=[C:20]([CH:24]=O)[CH:19]=1.O. (5) Given the product [I:16][C:17]1[CH:24]=[CH:23][C:20]([CH2:21][N:3]2[C:4](=[O:15])[C:5]3[C@H:6]4[C:11]([CH3:12])([CH3:13])[C@:9]([CH3:14])([CH2:8][CH2:7]4)[C:10]=3[N:2]2[CH3:1])=[CH:19][CH:18]=1, predict the reactants needed to synthesize it. The reactants are: [CH3:1][N:2]1[C:10]2[C@@:9]3([CH3:14])[C:11]([CH3:13])([CH3:12])[C@H:6]([CH2:7][CH2:8]3)[C:5]=2[C:4](=[O:15])[NH:3]1.[I:16][C:17]1[CH:24]=[CH:23][C:20]([CH2:21]Br)=[CH:19][CH:18]=1.